This data is from Full USPTO retrosynthesis dataset with 1.9M reactions from patents (1976-2016). The task is: Predict the reactants needed to synthesize the given product. (1) The reactants are: [N-:1]=[C:2]=[O:3].[C:4]([O:8][C:9](=[O:16])[C@H:10]([CH2:12][CH:13]([CH3:15])[CH3:14])[NH2:11])([CH3:7])([CH3:6])[CH3:5].C(OC(=O)[C@H](CC(C)C)N)(C)(C)C.N[C@:31]([C:37]1[CH:42]=[CH:41][C:40]([Br:43])=[CH:39][CH:38]=1)([CH3:36])[C:32](OC)=[O:33]. Given the product [Br:43][C:40]1[CH:39]=[CH:38][C:37]([C@@:31]2([CH3:36])[C:32](=[O:33])[N:11]([C@@H:10]([CH2:12][CH:13]([CH3:14])[CH3:15])[C:9]([O:8][C:4]([CH3:7])([CH3:6])[CH3:5])=[O:16])[C:2](=[O:3])[NH:1]2)=[CH:42][CH:41]=1, predict the reactants needed to synthesize it. (2) Given the product [CH:26]1([N:14]2[C:13]3[N:12]=[C:11]([C:2]4[C:3]([C:5]5[CH:10]=[CH:9][CH:8]=[CH:7][CH:6]=5)=[N:34][CH:31]=[CH:32][N:33]=4)[N:20]=[CH:19][C:18]=3[N:17]3[CH:21]=[N:22][N:23]=[C:16]3[C@H:15]2[CH2:24][CH3:25])[CH2:30][CH2:29][CH2:28][CH2:27]1, predict the reactants needed to synthesize it. The reactants are: Br[CH:2]([C:11]1[N:20]=[CH:19][C:18]2[N:17]3[CH:21]=[N:22][N:23]=[C:16]3[C@@H:15]([CH2:24][CH3:25])[N:14]([CH:26]3[CH2:30][CH2:29][CH2:28][CH2:27]3)[C:13]=2[N:12]=1)[C:3]([C:5]1[CH:10]=[CH:9][CH:8]=[CH:7][CH:6]=1)=O.[CH2:31]([NH2:34])[CH2:32][NH2:33].C([O-])([O-])=O.[Na+].[Na+]. (3) Given the product [CH3:23][O:22][CH2:21][CH2:20][N:18]([CH3:19])[CH:15]1[CH2:16][CH2:17][N:12]([CH2:11][C:9]2[S:8][C:6]3[N:7]=[C:2]([C:34]4[CH:35]=[N:30][CH:31]=[N:32][CH:33]=4)[N:3]=[C:4]([N:24]4[CH2:29][CH2:28][O:27][CH2:26][CH2:25]4)[C:5]=3[CH:10]=2)[CH2:13][CH2:14]1, predict the reactants needed to synthesize it. The reactants are: Cl[C:2]1[N:3]=[C:4]([N:24]2[CH2:29][CH2:28][O:27][CH2:26][CH2:25]2)[C:5]2[CH:10]=[C:9]([CH2:11][N:12]3[CH2:17][CH2:16][CH:15]([N:18]([CH2:20][CH2:21][O:22][CH3:23])[CH3:19])[CH2:14][CH2:13]3)[S:8][C:6]=2[N:7]=1.[N:30]1[CH:35]=[C:34](B(O)O)[CH:33]=[N:32][CH:31]=1. (4) Given the product [CH3:15][O:14][C:10]1[N:9]=[C:8]([CH2:7][CH:6]2[NH:5][C:3](=[O:4])[CH2:2][NH:1][C:16]2=[O:18])[CH:13]=[CH:12][CH:11]=1, predict the reactants needed to synthesize it. The reactants are: [NH2:1][CH2:2][C:3]([NH:5][C@H:6]([C:16]([O:18]CC)=O)[CH2:7][C:8]1[CH:13]=[CH:12][CH:11]=[C:10]([O:14][CH3:15])[N:9]=1)=[O:4].C(N(CC)C(C)C)(C)C. (5) Given the product [CH2:23]([N:2]1[CH:3]=[C:4]([C:5]([O:7][CH2:8][CH3:9])=[O:6])[C:10]2[N:11]=[C:12]([S:21][CH3:22])[N:13]=[CH:14][C:15]=2[C:16]1=[O:18])[CH:24]=[CH2:25], predict the reactants needed to synthesize it. The reactants are: C[N:2]([CH3:23])/[CH:3]=[C:4](/[C:10]1[C:15]([C:16]([O:18]CC)=O)=[CH:14][N:13]=[C:12]([S:21][CH3:22])[N:11]=1)\[C:5]([O:7][CH2:8][CH3:9])=[O:6].[CH2:24](N)[CH:25]=C.Cl.ClCCl.